This data is from Reaction yield outcomes from USPTO patents with 853,638 reactions. The task is: Predict the reaction yield, written as a fraction of the theoretical maximum amount of product (1.0 means a 100% yield; for example, 0.34 means a 34% yield). (1) The product is [CH:1]1([C:7](=[O:8])[CH2:19][CH2:18][C:17](=[O:20])[CH3:16])[CH2:6][CH2:5][CH2:4][CH2:3][CH2:2]1. The catalyst is C(O)C.[Br-].C([N+]1C(C)=C(CCO)SC=1)C. The yield is 0.270. The reactants are [CH:1]1([CH:7]=[O:8])[CH2:6][CH2:5][CH2:4][CH2:3][CH2:2]1.C(N(CC)CC)C.[CH3:16][C:17](=[O:20])[CH:18]=[CH2:19]. (2) The reactants are [C:1]([C:4]1[CH:9]=[CH:8][C:7]([N:10]2[C:14](I)=[CH:13][C:12]([C:16]3[CH:25]=[CH:24][C:19]([C:20]([O:22][CH3:23])=[O:21])=[CH:18][CH:17]=3)=[N:11]2)=[CH:6][CH:5]=1)(=[O:3])[NH2:2].[C:26]([C:30]1[CH:31]=[C:32](B2OC(C)(C)C(C)(C)O2)[CH:33]=[C:34]([O:36][CH:37]([CH3:39])[CH3:38])[CH:35]=1)([CH3:29])([CH3:28])[CH3:27].C(=O)([O-])[O-].[K+].[K+]. The catalyst is C1COCC1.O.Cl[Pd](Cl)([P](C1C=CC=CC=1)(C1C=CC=CC=1)C1C=CC=CC=1)[P](C1C=CC=CC=1)(C1C=CC=CC=1)C1C=CC=CC=1. The product is [C:26]([C:30]1[CH:31]=[C:32]([C:14]2[N:10]([C:7]3[CH:8]=[CH:9][C:4]([C:1](=[O:3])[NH2:2])=[CH:5][CH:6]=3)[N:11]=[C:12]([C:16]3[CH:25]=[CH:24][C:19]([C:20]([O:22][CH3:23])=[O:21])=[CH:18][CH:17]=3)[CH:13]=2)[CH:33]=[C:34]([O:36][CH:37]([CH3:39])[CH3:38])[CH:35]=1)([CH3:29])([CH3:27])[CH3:28]. The yield is 0.790.